This data is from Catalyst prediction with 721,799 reactions and 888 catalyst types from USPTO. The task is: Predict which catalyst facilitates the given reaction. Reactant: [CH3:1][S:2](Cl)(=[O:4])=[O:3].[Cl:6][C:7]1[C:8]([CH2:17][O:18][C:19]2[CH:24]=[CH:23][C:22]([Cl:25])=[C:21]([F:26])[CH:20]=2)=[CH:9][C:10]2[O:14][N:13]=[C:12]([NH2:15])[C:11]=2[CH:16]=1.C(N(CC)CC)C. Product: [Cl:6][C:7]1[C:8]([CH2:17][O:18][C:19]2[CH:24]=[CH:23][C:22]([Cl:25])=[C:21]([F:26])[CH:20]=2)=[CH:9][C:10]2[O:14][N:13]=[C:12]([NH:15][S:2]([CH3:1])(=[O:4])=[O:3])[C:11]=2[CH:16]=1. The catalyst class is: 2.